From a dataset of Catalyst prediction with 721,799 reactions and 888 catalyst types from USPTO. Predict which catalyst facilitates the given reaction. (1) Reactant: [CH3:1][O:2][C:3]1[CH:8]=[C:7]([O:9][CH3:10])[CH:6]=[CH:5][C:4]=1[CH2:11][C:12]([OH:14])=O.C1N=C[N:17](C(N2C=NC=C2)=O)[CH:16]=1.CN.C(OCC)(=O)C. Product: [CH3:1][O:2][C:3]1[CH:8]=[C:7]([O:9][CH3:10])[CH:6]=[CH:5][C:4]=1[CH2:11][C:12]([NH:17][CH3:16])=[O:14]. The catalyst class is: 18. (2) Reactant: [NH2:1][C:2]1[CH:7]=[CH:6][C:5]([N:8]2[CH2:12][CH2:11][C@H:10]([NH:13][C:14](=[O:20])[O:15][C:16]([CH3:19])([CH3:18])[CH3:17])[C:9]2=[O:21])=[C:4]([F:22])[CH:3]=1.[CH3:23][CH:24]([CH3:28])[C:25](Cl)=[O:26]. Product: [F:22][C:4]1[CH:3]=[C:2]([NH:1][C:25](=[O:26])[CH:24]([CH3:28])[CH3:23])[CH:7]=[CH:6][C:5]=1[N:8]1[CH2:12][CH2:11][C@H:10]([NH:13][C:14](=[O:20])[O:15][C:16]([CH3:18])([CH3:19])[CH3:17])[C:9]1=[O:21]. The catalyst class is: 2. (3) Reactant: C([O:5][C:6]([CH:8]1[NH:12][CH:11]([CH2:13][C:14]([CH3:21])([CH3:20])[CH2:15][O:16][C:17](=[O:19])[CH3:18])[C:10]2([C:29]3[C:24](=[CH:25][C:26]([Cl:30])=[CH:27][CH:28]=3)[NH:23][C:22]2=[O:31])[CH:9]1[C:32]1[CH:37]=[CH:36][CH:35]=[C:34]([Cl:38])[C:33]=1[F:39])=[O:7])(C)(C)C.[F:40][C:41]([F:46])([F:45])[C:42]([OH:44])=[O:43]. Product: [F:40][C:41]([F:46])([F:45])[C:42]([OH:44])=[O:43].[C:17]([O:16][CH2:15][C:14]([CH3:21])([CH3:20])[CH2:13][CH:11]1[C:10]2([C:29]3[C:24](=[CH:25][C:26]([Cl:30])=[CH:27][CH:28]=3)[NH:23][C:22]2=[O:31])[CH:9]([C:32]2[CH:37]=[CH:36][CH:35]=[C:34]([Cl:38])[C:33]=2[F:39])[CH:8]([C:6]([OH:7])=[O:5])[NH:12]1)(=[O:19])[CH3:18]. The catalyst class is: 4. (4) The catalyst class is: 11. Product: [CH2:42]([O:44][C:45](=[O:57])[C:46]([O:49][C:50]1[CH:55]=[CH:54][CH:53]=[C:52]([O:40][CH2:39][CH2:38][CH:37]([O:36][C:25]2[CH:24]=[CH:23][C:22]([CH2:20][CH3:21])=[CH:27][C:26]=2[C:28](=[O:29])[C:30]2[CH:31]=[CH:32][CH:33]=[CH:34][CH:35]=2)[CH3:41])[CH:51]=1)([CH3:48])[CH3:47])[CH3:43]. Reactant: C1(P(C2C=CC=CC=2)C2C=CC=CC=2)C=CC=CC=1.[CH2:20]([C:22]1[CH:23]=[CH:24][C:25]([O:36][CH:37]([CH3:41])[CH2:38][CH2:39][OH:40])=[C:26]([C:28]([C:30]2[CH:35]=[CH:34][CH:33]=[CH:32][CH:31]=2)=[O:29])[CH:27]=1)[CH3:21].[CH2:42]([O:44][C:45](=[O:57])[C:46]([O:49][C:50]1[CH:55]=[CH:54][CH:53]=[C:52](O)[CH:51]=1)([CH3:48])[CH3:47])[CH3:43].CCOC(/N=N/C(OCC)=O)=O. (5) Reactant: [CH:1]([C:4]1[CH:10]=[CH:9][CH:8]=[C:7]([CH:11]([CH3:13])[CH3:12])[C:5]=1[NH2:6])([CH3:3])[CH3:2].C[Al](C)C.[CH3:18][O:19][C:20]1[CH:21]=[C:22]([CH:25]=[C:26]([CH3:28])[CH:27]=1)[C:23]#[N:24].ClCCl.CO. Product: [CH:11]([C:7]1[CH:8]=[CH:9][CH:10]=[C:4]([CH:1]([CH3:3])[CH3:2])[C:5]=1[NH:6][C:23](=[NH:24])[C:22]1[CH:25]=[C:26]([CH3:28])[CH:27]=[C:20]([O:19][CH3:18])[CH:21]=1)([CH3:13])[CH3:12]. The catalyst class is: 345. (6) Product: [CH2:1]1[O:2][C:3]2[CH:4]=[C:5]([CH3:10])[C:6]([NH2:11])=[CH:7][C:8]=2[O:9]1. Reactant: [CH2:1]1[O:9][C:8]2[CH:7]=[CH:6][C:5]([CH3:10])=[CH:4][C:3]=2[O:2]1.[N+:11]([O-])(O)=O.O. The catalyst class is: 15. (7) Reactant: FC(F)(F)S(O[C:7]1[C:12]2[N:13]([CH:21]3[CH2:25][CH2:24][CH2:23][CH2:22]3)[C:14]3[N:15]=[C:16]([NH2:20])[N:17]=[CH:18][C:19]=3[C:11]=2[CH:10]=[CH:9][N:8]=1)(=O)=O.[CH2:28]1COCC1.C[Mg]Br. Product: [CH:21]1([N:13]2[C:14]3[N:15]=[C:16]([NH2:20])[N:17]=[CH:18][C:19]=3[C:11]3[CH:10]=[CH:9][N:8]=[C:7]([CH3:28])[C:12]2=3)[CH2:25][CH2:24][CH2:23][CH2:22]1. The catalyst class is: 60. (8) Reactant: I[C:2]1[C:10]2[O:9][CH:8]=[CH:7][C:6]=2[CH:5]=[C:4]([S:11]([NH:14][C:15]2[CH:20]=[CH:19][CH:18]=[CH:17][C:16]=2[CH3:21])(=[O:13])=[O:12])[CH:3]=1.[CH2:22](C([Sn])=C(CCCC)CCCC)[CH2:23]CC. Product: [CH3:21][C:16]1[CH:17]=[CH:18][CH:19]=[CH:20][C:15]=1[NH:14][S:11]([C:4]1[CH:3]=[C:2]([CH:22]=[CH2:23])[C:10]2[O:9][CH:8]=[CH:7][C:6]=2[CH:5]=1)(=[O:13])=[O:12]. The catalyst class is: 10. (9) Reactant: [Cl:1][C:2]1[CH:7]=[CH:6][C:5]([CH:8]=[CH:9][N+:10]([O-])=O)=[CH:4][CH:3]=1.[H-].[H-].[H-].[H-].[Li+].[Al+3].C(OC(=O)C)C. Product: [Cl:1][C:2]1[CH:7]=[CH:6][C:5]([CH2:8][CH2:9][NH2:10])=[CH:4][CH:3]=1. The catalyst class is: 134.